This data is from NCI-60 drug combinations with 297,098 pairs across 59 cell lines. The task is: Regression. Given two drug SMILES strings and cell line genomic features, predict the synergy score measuring deviation from expected non-interaction effect. (1) Drug 1: CC(CN1CC(=O)NC(=O)C1)N2CC(=O)NC(=O)C2. Drug 2: C1CN(P(=O)(OC1)NCCCl)CCCl. Cell line: MALME-3M. Synergy scores: CSS=7.73, Synergy_ZIP=-3.59, Synergy_Bliss=-1.64, Synergy_Loewe=-5.88, Synergy_HSA=-1.87. (2) Drug 1: CN1C(=O)N2C=NC(=C2N=N1)C(=O)N. Drug 2: C1=CC=C(C=C1)NC(=O)CCCCCCC(=O)NO. Cell line: PC-3. Synergy scores: CSS=-4.48, Synergy_ZIP=-0.782, Synergy_Bliss=-2.61, Synergy_Loewe=-21.5, Synergy_HSA=-7.88. (3) Drug 1: C1=CC(=CC=C1CCC2=CNC3=C2C(=O)NC(=N3)N)C(=O)NC(CCC(=O)O)C(=O)O. Drug 2: C1CN(CCN1C(=O)CCBr)C(=O)CCBr. Cell line: SW-620. Synergy scores: CSS=32.5, Synergy_ZIP=-1.56, Synergy_Bliss=-1.31, Synergy_Loewe=-0.818, Synergy_HSA=1.84. (4) Drug 2: CS(=O)(=O)OCCCCOS(=O)(=O)C. Cell line: NCIH23. Drug 1: CCN(CC)CCNC(=O)C1=C(NC(=C1C)C=C2C3=C(C=CC(=C3)F)NC2=O)C. Synergy scores: CSS=10.2, Synergy_ZIP=-7.10, Synergy_Bliss=-10.9, Synergy_Loewe=-1.26, Synergy_HSA=-5.77. (5) Drug 1: CCCCC(=O)OCC(=O)C1(CC(C2=C(C1)C(=C3C(=C2O)C(=O)C4=C(C3=O)C=CC=C4OC)O)OC5CC(C(C(O5)C)O)NC(=O)C(F)(F)F)O. Drug 2: CCN(CC)CCCC(C)NC1=C2C=C(C=CC2=NC3=C1C=CC(=C3)Cl)OC. Cell line: NCI-H522. Synergy scores: CSS=45.1, Synergy_ZIP=-0.821, Synergy_Bliss=0.548, Synergy_Loewe=-3.01, Synergy_HSA=1.21. (6) Drug 1: COC1=NC(=NC2=C1N=CN2C3C(C(C(O3)CO)O)O)N. Drug 2: C1C(C(OC1N2C=NC(=NC2=O)N)CO)O. Cell line: NCI-H522. Synergy scores: CSS=10.9, Synergy_ZIP=-5.29, Synergy_Bliss=-0.629, Synergy_Loewe=-2.72, Synergy_HSA=-1.33. (7) Drug 1: CC1C(C(CC(O1)OC2CC(OC(C2O)C)OC3=CC4=CC5=C(C(=O)C(C(C5)C(C(=O)C(C(C)O)O)OC)OC6CC(C(C(O6)C)O)OC7CC(C(C(O7)C)O)OC8CC(C(C(O8)C)O)(C)O)C(=C4C(=C3C)O)O)O)O. Drug 2: CC(C)(C#N)C1=CC(=CC(=C1)CN2C=NC=N2)C(C)(C)C#N. Cell line: NCIH23. Synergy scores: CSS=35.3, Synergy_ZIP=1.95, Synergy_Bliss=4.54, Synergy_Loewe=-6.00, Synergy_HSA=0.407. (8) Drug 1: CC1CCC2CC(C(=CC=CC=CC(CC(C(=O)C(C(C(=CC(C(=O)CC(OC(=O)C3CCCCN3C(=O)C(=O)C1(O2)O)C(C)CC4CCC(C(C4)OC)OCCO)C)C)O)OC)C)C)C)OC. Drug 2: CC1C(C(CC(O1)OC2CC(OC(C2O)C)OC3=CC4=CC5=C(C(=O)C(C(C5)C(C(=O)C(C(C)O)O)OC)OC6CC(C(C(O6)C)O)OC7CC(C(C(O7)C)O)OC8CC(C(C(O8)C)O)(C)O)C(=C4C(=C3C)O)O)O)O. Cell line: OVCAR-4. Synergy scores: CSS=62.4, Synergy_ZIP=-0.986, Synergy_Bliss=-0.427, Synergy_Loewe=-2.75, Synergy_HSA=-0.508. (9) Drug 1: C1CCC(CC1)NC(=O)N(CCCl)N=O. Drug 2: C1C(C(OC1N2C=NC(=NC2=O)N)CO)O. Cell line: OVCAR3. Synergy scores: CSS=22.1, Synergy_ZIP=-0.425, Synergy_Bliss=1.40, Synergy_Loewe=3.21, Synergy_HSA=3.61. (10) Drug 1: CCC(=C(C1=CC=CC=C1)C2=CC=C(C=C2)OCCN(C)C)C3=CC=CC=C3.C(C(=O)O)C(CC(=O)O)(C(=O)O)O. Drug 2: C1CCC(C(C1)N)N.C(=O)(C(=O)[O-])[O-].[Pt+4]. Cell line: OVCAR-5. Synergy scores: CSS=34.3, Synergy_ZIP=-5.32, Synergy_Bliss=2.15, Synergy_Loewe=-15.2, Synergy_HSA=0.298.